Task: Predict the product of the given reaction.. Dataset: Forward reaction prediction with 1.9M reactions from USPTO patents (1976-2016) (1) The product is: [N:3]1[N:2]([C:6]2[CH:35]=[CH:34][CH:33]=[CH:32][C:7]=2[C:8]([N:10]2[C@H:15]([CH3:16])[CH2:14][CH2:13][C@@H:12]([O:17][C:18]3[C:19]([C:20](=[O:22])[CH3:36])=[C:24]([C:28]([F:31])([F:29])[F:30])[CH:25]=[CH:26][N:27]=3)[CH2:11]2)=[O:9])[N:1]=[CH:5][CH:4]=1. Given the reactants [N:1]1[N:2]([C:6]2[CH:35]=[CH:34][CH:33]=[CH:32][C:7]=2[C:8]([N:10]2[C@H:15]([CH3:16])[CH2:14][CH2:13][C@@H:12]([O:17][C:18]3[N:27]=[CH:26][CH:25]=[C:24]([C:28]([F:31])([F:30])[F:29])[C:19]=3[C:20]([O:22]C)=O)[CH2:11]2)=[O:9])[N:3]=[CH:4][CH:5]=1.[CH3:36][Mg]Br, predict the reaction product. (2) Given the reactants [Br:1][C:2]1[C:7]([CH3:8])=[CH:6][C:5]([O:9]C)=[CH:4][C:3]=1[CH2:11][Br:12].B(Br)(Br)Br.CO, predict the reaction product. The product is: [Br:1][C:2]1[C:7]([CH3:8])=[CH:6][C:5]([OH:9])=[CH:4][C:3]=1[CH2:11][Br:12]. (3) Given the reactants [CH:1]([C@H:3]1[CH2:5][C@@H:4]1[CH:6]1[CH2:11][CH2:10][N:9]([C:12]([O:14][CH2:15][C:16]2[CH:21]=[CH:20][CH:19]=[CH:18][CH:17]=2)=[O:13])[CH2:8][CH2:7]1)=[CH2:2].S(C)C.[OH-:25].[Na+].OO, predict the reaction product. The product is: [OH:25][CH2:2][CH2:1][C@H:3]1[CH2:5][C@@H:4]1[CH:6]1[CH2:7][CH2:8][N:9]([C:12]([O:14][CH2:15][C:16]2[CH:17]=[CH:18][CH:19]=[CH:20][CH:21]=2)=[O:13])[CH2:10][CH2:11]1. (4) The product is: [Cl:1][C:2]1[S:6][C:5]([CH2:7][N:8]2[C:12]3=[CH:13][N:14]=[C:15]([C:17]([NH:82][OH:83])=[O:19])[CH:16]=[C:11]3[CH:10]=[CH:9]2)=[CH:4][CH:3]=1. Given the reactants [Cl:1][C:2]1[S:6][C:5]([CH2:7][N:8]2[C:12]3=[CH:13][N:14]=[C:15]([C:17]([O:19]CC)=O)[CH:16]=[C:11]3[CH:10]=[CH:9]2)=[CH:4][CH:3]=1.N1C2=CN=C(C(OCC)=O)C=C2C=C1.ClC1SC(CCl)=CC=1.ClC1C(F)=C(C(F)=CC=1)CN1C2=CN=C(C(O)=O)C=C2C=C1.ClC1C(F)=C(C(F)=CC=1)CN1C2=CN=C(C([NH:82][OH:83])=O)C=C2C=C1.ClC1SC(CN2C3=CN=C(C(O)=O)C=C3C=C2)=CC=1.Cl.NO, predict the reaction product. (5) Given the reactants [C:1]1([N:7]2[C:11]3=[N:12][CH:13]=[N:14][C:15]([NH:16]/[N:17]=[CH:18]/[C:19]4[CH:27]=[CH:26][C:22]([C:23](O)=[O:24])=[CH:21][CH:20]=4)=[C:10]3[CH:9]=[N:8]2)[CH:6]=[CH:5][CH:4]=[CH:3][CH:2]=1.[CH2:28]([NH2:31])[CH2:29][NH2:30].C1(N2C3=NC=NC(N/N=C/C4C=CC(C(NCCCN5CCCC5)=O)=CC=4)=C3C=N2)C=CC=CC=1, predict the reaction product. The product is: [NH2:30][CH2:29][CH2:28][NH:31][C:23](=[O:24])[C:22]1[CH:26]=[CH:27][C:19](/[CH:18]=[N:17]/[NH:16][C:15]2[N:14]=[CH:13][N:12]=[C:11]3[N:7]([C:1]4[CH:2]=[CH:3][CH:4]=[CH:5][CH:6]=4)[N:8]=[CH:9][C:10]=23)=[CH:20][CH:21]=1. (6) Given the reactants [H-].[Na+].[CH:3]1([CH:6]([OH:19])[CH2:7][NH:8][CH:9]([C:11]2[C:12](Cl)=[N:13][C:14]([Cl:17])=[CH:15][CH:16]=2)[CH3:10])[CH2:5][CH2:4]1, predict the reaction product. The product is: [Cl:17][C:14]1[CH:15]=[CH:16][C:11]2[CH:9]([CH3:10])[NH:8][CH2:7][CH:6]([CH:3]3[CH2:5][CH2:4]3)[O:19][C:12]=2[N:13]=1.